Task: Predict the reaction yield, written as a fraction of the theoretical maximum amount of product (1.0 means a 100% yield; for example, 0.34 means a 34% yield).. Dataset: Reaction yield outcomes from USPTO patents with 853,638 reactions (1) The reactants are [F:1][C:2]1[CH:7]=[CH:6][C:5]([CH:8]([C:10]2[CH:11]=[CH:12][C:13]3[N:14]([C:16]([CH:19]([CH3:21])[CH3:20])=[N:17][N:18]=3)[CH:15]=2)O)=[CH:4][CH:3]=1. The catalyst is [Zn].C(O)=O. The product is [F:1][C:2]1[CH:7]=[CH:6][C:5]([CH2:8][C:10]2[CH:11]=[CH:12][C:13]3[N:14]([C:16]([CH:19]([CH3:20])[CH3:21])=[N:17][N:18]=3)[CH:15]=2)=[CH:4][CH:3]=1. The yield is 0.210. (2) The reactants are Br[C:2]1[C:7]([OH:8])=[CH:6][CH:5]=[CH:4][N:3]=1.[C:9]1(B(O)O)[CH:14]=[CH:13][CH:12]=[CH:11][CH:10]=1. The catalyst is C1C=CC=CC=1.C(=O)([O-])[O-].[Na+].[Na+]. The product is [C:9]1([C:2]2[C:7]([OH:8])=[CH:6][CH:5]=[CH:4][N:3]=2)[CH:14]=[CH:13][CH:12]=[CH:11][CH:10]=1. The yield is 0.420. (3) The catalyst is C(Cl)Cl. The yield is 1.00. The product is [CH2:14]([NH:21][S:2]([C:5]1[CH:6]=[C:7]([CH:11]=[CH:12][CH:13]=1)[C:8]([OH:10])=[O:9])(=[O:4])=[O:3])[C:15]1[CH:20]=[CH:19][CH:18]=[CH:17][CH:16]=1. The reactants are Cl[S:2]([C:5]1[CH:6]=[C:7]([CH:11]=[CH:12][CH:13]=1)[C:8]([OH:10])=[O:9])(=[O:4])=[O:3].[CH2:14]([NH2:21])[C:15]1[CH:20]=[CH:19][CH:18]=[CH:17][CH:16]=1. (4) The product is [Cl:1][C:2]1[N:7]=[CH:6][C:5]([CH:8]([NH:13][CH2:11][CH3:12])[CH3:9])=[CH:4][CH:3]=1. The catalyst is C(Cl)(Cl)Cl. The reactants are [Cl:1][C:2]1[N:7]=[CH:6][C:5]([C:8](=O)[CH3:9])=[CH:4][CH:3]=1.[CH2:11]([NH2:13])[CH3:12].CO. The yield is 0.800. (5) The catalyst is C(O)C. The product is [Br:1][C:2]1[CH:9]=[CH:8][C:5]([CH:10]([O:14][CH2:15][CH3:16])[O:17][CH2:18][CH3:19])=[CH:4][N:3]=1. The yield is 0.910. The reactants are [Br:1][C:2]1[CH:9]=[CH:8][C:5](C=O)=[CH:4][N:3]=1.[CH:10]([O:17][CH2:18][CH3:19])([O:14][CH2:15][CH3:16])OCC.O.C1(C)C=CC(S(O)(=O)=O)=CC=1.